From a dataset of Full USPTO retrosynthesis dataset with 1.9M reactions from patents (1976-2016). Predict the reactants needed to synthesize the given product. (1) Given the product [Cl:23][C:20]1[CH:19]=[CH:18][C:17]([CH2:16][CH:13]2[CH2:14][CH2:15][CH2:11][C:12]2=[O:24])=[CH:22][CH:21]=1, predict the reactants needed to synthesize it. The reactants are: N1C=CC=CC=1.COC([CH:11]1[CH2:15][CH2:14][CH:13]([CH2:16][C:17]2[CH:22]=[CH:21][C:20]([Cl:23])=[CH:19][CH:18]=2)[C:12]1=[O:24])=O.C(O)(=O)C.O.C(=O)(O)[O-].[Na+]. (2) Given the product [C:31]([NH:3][C:1]([C:4]1[CH:19]=[CH:18][C:7]([C:8]([NH:10][CH2:11][C:12]2[CH:13]=[N:14][CH:15]=[CH:16][CH:17]=2)=[O:9])=[C:6]([NH:20][CH2:21][CH2:22][C:23]2[CH:28]=[CH:27][CH:26]=[C:25]([F:29])[CH:24]=2)[N:5]=1)=[NH:2])#[N:30], predict the reactants needed to synthesize it. The reactants are: [C:1]([C:4]1[CH:19]=[CH:18][C:7]([C:8]([NH:10][CH2:11][C:12]2[CH:13]=[N:14][CH:15]=[CH:16][CH:17]=2)=[O:9])=[C:6]([NH:20][CH2:21][CH2:22][C:23]2[CH:28]=[CH:27][CH:26]=[C:25]([F:29])[CH:24]=2)[N:5]=1)(=[NH:3])[NH2:2].[N:30]#[C:31]Br.CCN(C(C)C)C(C)C. (3) Given the product [F:23][C:22]([F:25])([F:24])[S:19]([O:11][C:8]1[CH2:7][CH2:6][C:5]2([O:4][CH2:3][CH2:2][O:1]2)[CH2:10][CH:9]=1)(=[O:21])=[O:20], predict the reactants needed to synthesize it. The reactants are: [O:1]1[C:5]2([CH2:10][CH2:9][C:8](=[O:11])[CH2:7][CH2:6]2)[O:4][CH2:3][CH2:2]1.C1C=CC(N([S:19]([C:22]([F:25])([F:24])[F:23])(=[O:21])=[O:20])[S:19]([C:22]([F:25])([F:24])[F:23])(=[O:21])=[O:20])=CC=1.C[Si]([N-][Si](C)(C)C)(C)C.[K+].C1(C)C=CC=CC=1. (4) Given the product [F:19][C:20]1[C:25]([O:26][C:27]2[CH:28]=[CH:29][CH:30]=[CH:31][CH:32]=2)=[C:24]([F:33])[CH:23]=[CH:22][C:21]=1[CH:34]([NH2:35])[CH2:45][N+:42]([O-:44])=[O:43], predict the reactants needed to synthesize it. The reactants are: [F-].C([N+](CCCC)(CCCC)CCCC)CCC.[F:19][C:20]1[C:25]([O:26][C:27]2[CH:32]=[CH:31][CH:30]=[CH:29][CH:28]=2)=[C:24]([F:33])[CH:23]=[CH:22][C:21]=1/[CH:34]=[N:35]/S(C(C)(C)C)=O.[N+:42]([CH3:45])([O-:44])=[O:43].